This data is from Forward reaction prediction with 1.9M reactions from USPTO patents (1976-2016). The task is: Predict the product of the given reaction. (1) Given the reactants P(Cl)(Cl)(Cl)(Cl)Cl.CS(O)(=O)=O.[NH2:12][C:13]1[C:18]([NH2:19])=[CH:17][CH:16]=[C:15]([C:20]2[CH:25]=[CH:24][CH:23]=[CH:22][CH:21]=2)[N:14]=1.[CH3:26][O:27][C:28]1[CH:29]=[C:30]([CH:34]=[CH:35][CH:36]=1)[C:31](O)=O.[OH-].[Na+], predict the reaction product. The product is: [C:20]1([C:15]2[N:14]=[C:13]3[N:12]=[C:31]([C:30]4[CH:34]=[CH:35][CH:36]=[C:28]([O:27][CH3:26])[CH:29]=4)[NH:19][C:18]3=[CH:17][CH:16]=2)[CH:25]=[CH:24][CH:23]=[CH:22][CH:21]=1. (2) Given the reactants [CH2:1]([O:3][C:4](=[O:25])[CH2:5][C:6]1[C:7]([CH3:24])=[C:8]([S:16][C:17]2[CH:22]=[CH:21][C:20](Br)=[CH:19][CH:18]=2)[N:9]2[C:14]=1[CH:13]=[CH:12][C:11]([F:15])=[CH:10]2)[CH3:2].COB([C:31]1[CH:36]=[CH:35][CH:34]=[CH:33][N:32]=1)OC, predict the reaction product. The product is: [CH2:1]([O:3][C:4](=[O:25])[CH2:5][C:6]1[C:7]([CH3:24])=[C:8]([S:16][C:17]2[CH:22]=[CH:21][C:20]([C:31]3[CH:36]=[CH:35][CH:34]=[CH:33][N:32]=3)=[CH:19][CH:18]=2)[N:9]2[C:14]=1[CH:13]=[CH:12][C:11]([F:15])=[CH:10]2)[CH3:2]. (3) Given the reactants [CH2:1]([N:5]1[C:14](=[O:15])[C:13]([C:16]#[N:17])=[C:12]2[C:7]([CH2:8][CH2:9][CH2:10][CH2:11]2)=[CH:6]1)[CH2:2][CH2:3][CH3:4].C1(C)C=CC=CC=1.[H-].C([Al+]CC(C)C)C(C)C.Cl, predict the reaction product. The product is: [CH2:1]([N:5]1[C:14](=[O:15])[CH:13]([C:16]#[N:17])[C:12]2[CH2:11][CH2:10][CH2:9][CH2:8][C:7]=2[CH2:6]1)[CH2:2][CH2:3][CH3:4]. (4) Given the reactants [CH2:1]([C:8]1[C:9]([C:33]([F:36])([F:35])[F:34])=[N:10][C:11]2[C:16]([C:17]=1Cl)=[CH:15][C:14]([C:19]([C:27]1[N:31]([CH3:32])[CH:30]=[N:29][CH:28]=1)([C:21]1[CH:26]=[CH:25][CH:24]=[CH:23][N:22]=1)[OH:20])=[CH:13][CH:12]=2)[C:2]1[CH:7]=[CH:6][CH:5]=[CH:4][CH:3]=1.[C:37]([OH:43])([C:39]([F:42])([F:41])[F:40])=[O:38].C[O-].[Na+].CO, predict the reaction product. The product is: [CH2:1]([C:8]1[C:9]([C:33]([F:36])([F:35])[F:34])=[N:10][C:11]2[C:16]([C:17]=1[O:38][CH3:37])=[CH:15][C:14]([C:19]([C:27]1[N:31]([CH3:32])[CH:30]=[N:29][CH:28]=1)([C:21]1[CH:26]=[CH:25][CH:24]=[CH:23][N:22]=1)[OH:20])=[CH:13][CH:12]=2)[C:2]1[CH:7]=[CH:6][CH:5]=[CH:4][CH:3]=1.[C:37]([OH:43])([C:39]([F:42])([F:41])[F:40])=[O:38]. (5) Given the reactants [NH2:1][C:2]1[C:7]([CH2:8][N:9]2[CH:13]=[CH:12][N:11]=[CH:10]2)=[C:6]([CH:14]2[CH2:19][CH2:18][N:17](C(OC(C)(C)C)=O)[CH2:16][CH2:15]2)[CH:5]=[C:4]([C:27]2[C:32]([OH:33])=[CH:31][CH:30]=[CH:29][C:28]=2[O:34][CH2:35][CH:36]2[CH2:38][CH2:37]2)[N:3]=1.[ClH:39], predict the reaction product. The product is: [ClH:39].[NH2:1][C:2]1[N:3]=[C:4]([C:27]2[C:28]([O:34][CH2:35][CH:36]3[CH2:37][CH2:38]3)=[CH:29][CH:30]=[CH:31][C:32]=2[OH:33])[CH:5]=[C:6]([CH:14]2[CH2:19][CH2:18][NH:17][CH2:16][CH2:15]2)[C:7]=1[CH2:8][N:9]1[CH:13]=[CH:12][N:11]=[CH:10]1.